Dataset: Catalyst prediction with 721,799 reactions and 888 catalyst types from USPTO. Task: Predict which catalyst facilitates the given reaction. (1) Reactant: [CH2:1]([CH:3]1[C:16]2[C:11](=[CH:12][CH:13]=[C:14]([F:17])[CH:15]=2)[C:10]2[CH:9]=[CH:8][CH:7]=[CH:6][C:5]=2[N:4]1[S:18]([C:21]1[CH:26]=[CH:25][C:24]([O:27]C)=[C:23]([Cl:29])[CH:22]=1)(=[O:20])=[O:19])[CH3:2].B(Cl)(Cl)Cl.ClCCl. Product: [Cl:29][C:23]1[CH:22]=[C:21]([S:18]([N:4]2[CH:3]([CH2:1][CH3:2])[C:16]3[C:11](=[CH:12][CH:13]=[C:14]([F:17])[CH:15]=3)[C:10]3[CH:9]=[CH:8][CH:7]=[CH:6][C:5]2=3)(=[O:19])=[O:20])[CH:26]=[CH:25][C:24]=1[OH:27]. The catalyst class is: 682. (2) Reactant: FC(F)(F)S(O[CH2:7][C:8]([F:16])([F:15])[C:9]1[CH:14]=[CH:13][CH:12]=[CH:11][CH:10]=1)(=O)=O.[N-:19]=[N+:20]=[N-:21].[Na+]. Product: [N:19]([CH2:7][C:8]([C:9]1[CH:14]=[CH:13][CH:12]=[CH:11][CH:10]=1)([F:16])[F:15])=[N+:20]=[N-:21]. The catalyst class is: 18. (3) Reactant: [Br:1][C:2]1[CH:3]=[N:4][NH:5][CH:6]=1.N1C=CC=CC=1.[C:13]1([C:19](Cl)([C:26]2[CH:31]=[CH:30][CH:29]=[CH:28][CH:27]=2)[C:20]2[CH:25]=[CH:24][CH:23]=[CH:22][CH:21]=2)[CH:18]=[CH:17][CH:16]=[CH:15][CH:14]=1. Product: [Br:1][C:2]1[CH:3]=[N:4][N:5]([C:19]([C:13]2[CH:18]=[CH:17][CH:16]=[CH:15][CH:14]=2)([C:26]2[CH:27]=[CH:28][CH:29]=[CH:30][CH:31]=2)[C:20]2[CH:21]=[CH:22][CH:23]=[CH:24][CH:25]=2)[CH:6]=1. The catalyst class is: 777. (4) Reactant: C(C1C(C(O)=O)C(=O)CO1)(C)(C)C.[O:14]=[C:15]1[CH2:19][O:18][CH2:17][CH:16]1[C:20]([O:22][C:23]([CH3:26])([CH3:25])[CH3:24])=[O:21].[BH4-].[Na+]. Product: [OH:14][CH:15]1[CH2:19][O:18][CH2:17][CH:16]1[C:20]([O:22][C:23]([CH3:26])([CH3:25])[CH3:24])=[O:21]. The catalyst class is: 32. (5) Reactant: [CH2:1]([C:3]1[S:4][C:5]([C:13]([CH2:17][CH3:18])(O)[CH2:14][CH3:15])=[CH:6][C:7]=1[C:8]([O:10][CH2:11][CH3:12])=[O:9])[CH3:2].C([SiH](CC)CC)C. Product: [CH2:1]([C:3]1[S:4][C:5]([CH:13]([CH2:17][CH3:18])[CH2:14][CH3:15])=[CH:6][C:7]=1[C:8]([O:10][CH2:11][CH3:12])=[O:9])[CH3:2]. The catalyst class is: 55.